The task is: Predict the reaction yield, written as a fraction of the theoretical maximum amount of product (1.0 means a 100% yield; for example, 0.34 means a 34% yield).. This data is from Reaction yield outcomes from USPTO patents with 853,638 reactions. (1) The reactants are C[Si]([N-][Si](C)(C)C)(C)C.[Li+].[F:11][C:12]([F:28])([F:27])[C:13]1[C:14]([N:19]2[CH:23]=[C:22]([C:24](=[O:26])[CH3:25])[CH:21]=[N:20]2)=[N:15][CH:16]=[CH:17][CH:18]=1.[F:29][C:30]([F:37])([F:36])[C:31](OCC)=[O:32].Cl. The catalyst is C1COCC1. The product is [F:29][C:30]([F:37])([F:36])[C:31](=[O:32])[CH2:25][C:24]([C:22]1[CH:21]=[N:20][N:19]([C:14]2[C:13]([C:12]([F:11])([F:27])[F:28])=[CH:18][CH:17]=[CH:16][N:15]=2)[CH:23]=1)=[O:26]. The yield is 0.880. (2) The reactants are [C:1]([O:5][C:6]([NH:8][CH:9]1[CH:26](C(O)=O)[CH2:25][N:12]2[CH2:13][CH2:14][C:15]3[C:20]([CH:11]2[CH2:10]1)=[CH:19][C:18]([O:21][CH3:22])=[C:17]([O:23][CH3:24])[CH:16]=3)=[O:7])([CH3:4])([CH3:3])[CH3:2].C1(P(N=[N+]=[N-])(C2C=CC=CC=2)=[O:37])C=CC=CC=1.C([N:49]([CH2:52]C)CC)C.[CH3:54][Si:55]([CH3:60])([CH3:59])[CH2:56][CH2:57][OH:58]. The catalyst is C1(C)C=CC=CC=1. The product is [CH3:54][Si:55]([CH3:60])([CH3:59])[CH2:56][CH2:57][O:58][C:52](=[O:37])[NH:49][CH:26]1[CH2:25][N:12]2[CH2:13][CH2:14][C:15]3[C:20]([CH:11]2[CH2:10][CH:9]1[NH:8][C:6]([O:5][C:1]([CH3:2])([CH3:3])[CH3:4])=[O:7])=[CH:19][C:18]([O:21][CH3:22])=[C:17]([O:23][CH3:24])[CH:16]=3. The yield is 0.590. (3) The reactants are C(=O)([O-])[O-].FC(F)(F)C(O)=O.[CH2:12]([C:14]1[CH:15]=[CH:16][C:17]([CH2:20][CH2:21][O:22][C:23]2[CH:36]=[CH:35][C:26]([CH2:27][C@H:28]3[S:32][C:31](=[O:33])[NH:30][C:29]3=[O:34])=[CH:25][CH:24]=2)=[N:18][CH:19]=1)[CH3:13]. The catalyst is CO. The product is [CH2:12]([C:14]1[CH:15]=[CH:16][C:17]([CH2:20][CH2:21][O:22][C:23]2[CH:36]=[CH:35][C:26]([CH2:27][C@H:28]3[S:32][C:31](=[O:33])[NH:30][C:29]3=[O:34])=[CH:25][CH:24]=2)=[N:18][CH:19]=1)[CH3:13]. The yield is 0.470. (4) The reactants are [Cl:1][C:2]1[CH:7]=[CH:6][N:5]=[C:4]([O:8][CH3:9])[CH:3]=1.[Br:10]N1C(=O)CCC1=O.O. The catalyst is CN(C)C=O. The product is [Br:10][C:7]1[C:2]([Cl:1])=[CH:3][C:4]([O:8][CH3:9])=[N:5][CH:6]=1. The yield is 0.800. (5) The product is [CH3:16][O:17][C:18]1[CH:23]=[CH:22][C:21]([C:2]2[C:3]([CH:14]=[O:15])=[C:4]([CH3:13])[O:5][C:6]=2[C:7]2[CH:12]=[CH:11][CH:10]=[CH:9][CH:8]=2)=[CH:20][CH:19]=1. The catalyst is CS(C)=O.Cl[Pd](Cl)([P](C1C=CC=CC=1)(C1C=CC=CC=1)C1C=CC=CC=1)[P](C1C=CC=CC=1)(C1C=CC=CC=1)C1C=CC=CC=1. The reactants are Br[C:2]1[C:3]([CH:14]=[O:15])=[C:4]([CH3:13])[O:5][C:6]=1[C:7]1[CH:12]=[CH:11][CH:10]=[CH:9][CH:8]=1.[CH3:16][O:17][C:18]1[CH:23]=[CH:22][C:21](B(O)O)=[CH:20][CH:19]=1.C(=O)([O-])[O-].[Na+].[Na+]. The yield is 0.672. (6) The reactants are [N:1]1[CH:6]=[CH:5][CH:4]=[CH:3][C:2]=1[C:7]1[C:11]([CH2:12][O:13][C:14]2[CH:22]=[CH:21][C:17]([C:18]([OH:20])=O)=[CH:16][N:15]=2)=[CH:10][O:9][N:8]=1.[NH2:23][CH:24]1[CH2:29][CH2:28][O:27][CH2:26][CH2:25]1. No catalyst specified. The product is [N:1]1[CH:6]=[CH:5][CH:4]=[CH:3][C:2]=1[C:7]1[C:11]([CH2:12][O:13][C:14]2[CH:22]=[CH:21][C:17]([C:18]([NH:23][CH:24]3[CH2:29][CH2:28][O:27][CH2:26][CH2:25]3)=[O:20])=[CH:16][N:15]=2)=[CH:10][O:9][N:8]=1. The yield is 0.990. (7) The reactants are C([O:5][C@H:6]([C@H:8]1[CH2:12][O:11][C:10](=[O:13])[N:9]1[C:14]1[C:19]([F:20])=[CH:18][N:17]=[C:16]([F:21])[N:15]=1)[CH3:7])(C)(C)C.C(O)(C(F)(F)F)=O. The catalyst is C(Cl)Cl. The product is [F:21][C:16]1[N:15]=[C:14]([N:9]2[C@@H:8]([C@@H:6]([OH:5])[CH3:7])[CH2:12][O:11][C:10]2=[O:13])[C:19]([F:20])=[CH:18][N:17]=1. The yield is 0.980.